This data is from Peptide-MHC class I binding affinity with 185,985 pairs from IEDB/IMGT. The task is: Regression. Given a peptide amino acid sequence and an MHC pseudo amino acid sequence, predict their binding affinity value. This is MHC class I binding data. The peptide sequence is RRQGCWKCGK. The MHC is Mamu-B03 with pseudo-sequence Mamu-B03. The binding affinity (normalized) is 0.764.